This data is from Forward reaction prediction with 1.9M reactions from USPTO patents (1976-2016). The task is: Predict the product of the given reaction. (1) Given the reactants [Cl:1][C:2]1[CH:10]=[C:9]2[C:5]([C:6]([C:11]([N:13]3[CH2:18][CH2:17][CH:16]([C:19]4[C:24]([O:25][CH3:26])=[CH:23][CH:22]=[CH:21][C:20]=4[O:27][CH3:28])[CH2:15][CH2:14]3)=[O:12])=[CH:7][NH:8]2)=[CH:4][CH:3]=1.Cl[CH2:30][C:31]([N:33]1[CH2:38][CH2:37][N:36]([CH3:39])[CH2:35][CH2:34]1)=[O:32], predict the reaction product. The product is: [Cl:1][C:2]1[CH:10]=[C:9]2[C:5]([C:6]([C:11]([N:13]3[CH2:14][CH2:15][CH:16]([C:19]4[C:24]([O:25][CH3:26])=[CH:23][CH:22]=[CH:21][C:20]=4[O:27][CH3:28])[CH2:17][CH2:18]3)=[O:12])=[CH:7][N:8]2[CH2:30][C:31]([N:33]2[CH2:38][CH2:37][N:36]([CH3:39])[CH2:35][CH2:34]2)=[O:32])=[CH:4][CH:3]=1. (2) Given the reactants [CH3:1][S:2]([N:5]1[CH2:10][CH2:9][N:8]([C:11](=[O:28])[C@@H:12]([N:18]([CH3:27])[C:19](=[O:26])[C:20]2[CH:25]=[CH:24][CH:23]=[CH:22][CH:21]=2)[CH2:13][CH2:14][CH2:15][CH:16]=O)[CH2:7][CH2:6]1)(=[O:4])=[O:3].[BH-](OC(C)=O)(OC(C)=O)OC(C)=O.[Na+].Cl.[F:44][C:45]1[CH:50]=[CH:49][C:48]([C@@H:51]2[CH2:53][C@@:52]2([CH3:55])[NH2:54])=[CH:47][CH:46]=1, predict the reaction product. The product is: [F:44][C:45]1[CH:46]=[CH:47][C:48]([C@@H:51]2[CH2:53][C@:52]2([NH:54][CH2:16][CH2:15][CH2:14][CH2:13][C@H:12]([N:18]([CH3:27])[C:19](=[O:26])[C:20]2[CH:25]=[CH:24][CH:23]=[CH:22][CH:21]=2)[C:11]([N:8]2[CH2:7][CH2:6][N:5]([S:2]([CH3:1])(=[O:4])=[O:3])[CH2:10][CH2:9]2)=[O:28])[CH3:55])=[CH:49][CH:50]=1.